Dataset: Experimentally validated miRNA-target interactions with 360,000+ pairs, plus equal number of negative samples. Task: Binary Classification. Given a miRNA mature sequence and a target amino acid sequence, predict their likelihood of interaction. (1) The miRNA is hsa-miR-541-5p with sequence AAAGGAUUCUGCUGUCGGUCCCACU. The protein sequence of the target gene is MAFKDTGKTPVEPEVAIHRIRITLTSRNVKSLEKVCADLIRGAKEKNLKVKGPVRMPTKTLRITTRKTPCGEGSKTWDRFQMRIHKRLIDLHSPSEIVKQITSISIEPGVEVEVTIADA. Result: 0 (no interaction). (2) The miRNA is mmu-miR-92a-3p with sequence UAUUGCACUUGUCCCGGCCUG. The protein sequence of the target gene is MIIPVRCFTCGKIVGNKWEAYLGLLQAEYTEGDALDALGLKRYCCRRMLLAHVDLIEKLLNYAPLEK. Result: 0 (no interaction).